From a dataset of Peptide-MHC class II binding affinity with 134,281 pairs from IEDB. Regression. Given a peptide amino acid sequence and an MHC pseudo amino acid sequence, predict their binding affinity value. This is MHC class II binding data. (1) The peptide sequence is IPTAFSIGKTYKPEE. The MHC is DRB4_0101 with pseudo-sequence DRB4_0103. The binding affinity (normalized) is 0.0696. (2) The peptide sequence is AGRFEVHAQTVEDEA. The MHC is DRB1_0802 with pseudo-sequence DRB1_0802. The binding affinity (normalized) is 0.146. (3) The peptide sequence is AATGAATAATGGYKV. The MHC is DRB1_0405 with pseudo-sequence DRB1_0405. The binding affinity (normalized) is 0.0434. (4) The peptide sequence is TSVGKGIHTVFGSAF. The MHC is DRB4_0103 with pseudo-sequence DRB4_0103. The binding affinity (normalized) is 0.485.